From a dataset of Drug-target binding data from BindingDB using Kd measurements. Regression. Given a target protein amino acid sequence and a drug SMILES string, predict the binding affinity score between them. We predict pKd (pKd = -log10(Kd in M); higher means stronger binding). Dataset: bindingdb_kd. (1) The compound is Cc1ccc(NC(=O)c2ccc(CN3CCN(C)CC3)cc2)cc1Nc1nc(-c2cccnc2)cs1. The target is PFCDPK1(Pfalciparum). The pKd is 5.0. (2) The compound is COc1cccc(COC2C(O)[C@H](O[C@@H]3C(CO)O[C@@H](N=[N+]=[N-])C(NC(=O)c4cccc(OC)c4)C3O)OC(CO)[C@@H]2O)c1. The target protein sequence is MASGLVASNLNLKPGECLRVRGEVAPDAKSFVLNLGKDSNNLCLHFNPRFNAHGDANTIVCNSKDGGAWGTEQREAVFPFQPGSVAEVCITFDQANLTVKLPDGYEFKFPNRLNLEAINYMAADGDFKIKCVAFD. The pKd is 4.6. (3) The drug is CCS(=O)(=O)Nc1ccc(Oc2ccc(F)cc2F)c(-c2cn(C)c(=O)c3[nH]ccc23)c1. The target protein (P51532) has sequence MSTPDPPLGGTPRPGPSPGPGPSPGAMLGPSPGPSPGSAHSMMGPSPGPPSAGHPIPTQGPGGYPQDNMHQMHKPMESMHEKGMSDDPRYNQMKGMGMRSGGHAGMGPPPSPMDQHSQGYPSPLGGSEHASSPVPASGPSSGPQMSSGPGGAPLDGADPQALGQQNRGPTPFNQNQLHQLRAQIMAYKMLARGQPLPDHLQMAVQGKRPMPGMQQQMPTLPPPSVSATGPGPGPGPGPGPGPGPAPPNYSRPHGMGGPNMPPPGPSGVPPGMPGQPPGGPPKPWPEGPMANAAAPTSTPQKLIPPQPTGRPSPAPPAVPPAASPVMPPQTQSPGQPAQPAPMVPLHQKQSRITPIQKPRGLDPVEILQEREYRLQARIAHRIQELENLPGSLAGDLRTKATIELKALRLLNFQRQLRQEVVVCMRRDTALETALNAKAYKRSKRQSLREARITEKLEKQQKIEQERKRRQKHQEYLNSILQHAKDFKEYHRSVTGKIQKL.... The pKd is 6.0. (4) The small molecule is N[C@@H](CCC(=O)N[C@@H](CSSC[C@H](NC(=O)CC[C@H](N)C(=O)O)C(=O)NCC(=O)O)C(=O)NCC(=O)O)C(=O)O. The target protein sequence is MKLTTKLSFIAAGLMIFNSAQASNKTFINCVSRAPSSFSPALVMEGISYNASSQQVYNRLIEFKRGSTDIEPALAESWQISDDGLTYTFYLRKGVKFHKTKDYQPSREFNADDVIFSFQRQLDKTHPYHEVSKGTYPYFNAMKFPKLLQAVEKVDDYTVKITLTKPDATFLASLGMDFISIYSAEYADKMMKAGTPEKVDTTPIGTGPFIFAGYQLEQKIRFLANPDYWQPKAEIDRLIFDIVPDAGTRYAKLQSGACDMIDFPNIADLAKMKADPKIQLMSKEGLNIAYIAFNTEKAPFDNVKVRQALNYATDKKAIIDVVYQGAGVMAKNVLPPTIWSYNDDVQDYPFDIEKAKQLLAEAGYPNGFETEIWVQPVVRASNPNPRRMAEVIQNDWAKAGVKAKLVSYEWGDYIKRTKAGELTAGTYGWSGDNGDPDNFLSPLLGTENIGNSNYARWSNAEFDALLSKAISLSNQAERAELYKQAQVIAKEQAPWITVAH.... The pKd is 6.8. (5) The small molecule is c1ccc(-n2ccnc2)cc1. The target protein sequence is MTIAKDANTFFGAESVQDPYPLYERMRAAGSVHRIANSDFYAVCGWDAVNEAIGRPEDFSSNLTATMTYTAEGTAKPFEMDPLGGPTHVLATADDPAHAVHRKLVLRHLAAKRIRVMEQFTVQAADRLWVDGMQDGCIEWMGAMANRLPMMVVAELIGLPDPDIAQLVKWGYAATQLLEGLVENDQLVAAGVALMELSGYIFEQFDRAAADPRDNLLGELATACASGELDTLTAQVMMVTLFAAGGESTAALLGSAVWILATRPDIQQQVRANPELLGAFIEETLRYEPPFRGHYRHVRNATTLDGTELPADSHLLLLWGAANRDPAQFEAPGEFRLDRAGGKGHISFGKGAHFCVGAALARLEARIVLRLLLDRTSVIEAADVGGWLPSILVRRIERLELAVQ. The pKd is 3.5. (6) The small molecule is C[C@]12O[C@H](C[C@]1(O)CO)n1c3ccccc3c3c4c(c5c6ccccc6n2c5c31)CNC4=O. The pKd is 6.9. The target protein (P0C264) has sequence MERRASETPEDGDPEEDTATALQRLVELTTSRVTPVRSLRDQYHLIRKLGSGSYGRVLLAQPHQGGPAVALKLLRRDLVLRSTFLREFCVGRCVSAHPGLLQTLAGPLQTPRYFAFAQEYAPCGDLSGMLQERGLPELLVKRVVAQLAGALDFLHSRGLVHADVKPDNVLVFDPVCSRVALGDLGLTRPEGSPTPAPPVPLPTAPPELCLLLPPDTLPLRPAVDSWGLGVLLFCAATACFPWDVALAPNPEFEAFAGWVTTKPQPPQPPPPWDQFAPPALALLQGLLDLDPETRSPPLAVLDFLGDDWGLQGNREGPGVLGSAVSYEDREEGGSSLEEWTDEGDDSKSGGRTGTDGGAP. (7) The compound is CC[C@H](C)[C@H](NC(=O)[C@H](CCCCN)NC(=O)[C@H](Cc1cnc[nH]1)NC(=O)[C@H](CCCNC(=N)N)NC(=O)[C@H](CCC(=O)O)NC(=O)[C@@H](NC(=O)[C@H](CC(C)C)NC(=O)[C@@H](N)CS)[C@@H](C)O)C(=O)N1C[C@H](OC(C(F)(F)F)(C(F)(F)F)C(F)(F)F)C[C@H]1C(=O)N[C@@H](Cc1cnc[nH]1)C(=O)N[C@@H](CCCNC(=N)N)C(=O)N[C@@H](CC(C)C)C(=O)N[C@@H](CC(C)C)C(=O)N[C@@H](CCC(N)=O)C(=O)N[C@@H](CCC(=O)O)C(=O)O. The target protein sequence is IRKDRRGGRMLKHKRQRDDGEGRGEVGSAGDMRAANLWPSPLMIKRSKKNSLALSLTADQMVSALLDAEPPILYSEYDPTRPFSEASMMGLLTNLADRELVHMINWAKRVPGFVDLTLHDQVHLLECAWLEILMIGLVWRSMEHPGKLLFAPNLLLDRNQGKCVEGMVEIFDMLLATSSRFRMMNLQGEEFVCLKSIILLNSGVYTFLSSTLKSLEEKDHIHRVLDKITDTLIHLMAKAGLTLQQQHQRLAQLLLILSHIRHMSNKGMEHLYSMKCKNVVPLYDLLLEMLDAHRLHAPTSRGGASVEETDQSHLATAGSTSSHSLQKYYITGEAEGFPATV. The pKd is 3.8. (8) The small molecule is CSCC[C@H](NC(=O)[C@@H](NC(=O)[C@@H]1CCCN1C(=O)CNC(=O)[C@H](CO)NC(=O)CN)[C@@H](C)O)C(=O)N[C@@H](CCC(=O)O)C(=O)N[C@@H](CCC(=O)O)C(=O)N[C@H](C(=O)N[C@@H](CC(=O)O)C(=O)O)C(C)C. The target protein (P53041) has sequence MAMAEGERTECAEPPRDEPPADGALKRAEELKTQANDYFKAKDYENAIKFYSQAIELNPSNAIYYGNRSLAYLRTECYGYALGDATRAIELDKKYIKGYYRRAASNMALGKFRAALRDYETVVKVKPHDKDAKMKYQECNKIVKQKAFERAIAGDEHKRSVVDSLDIESMTIEDEYSGPKLEDGKVTISFMKELMQWYKDQKKLHRKCAYQILVQVKEVLSKLSTLVETTLKETEKITVCGDTHGQFYDLLNIFELNGLPSETNPYIFNGDFVDRGSFSVEVILTLFGFKLLYPDHFHLLRGNHETDNMNQIYGFEGEVKAKYTAQMYELFSEVFEWLPLAQCINGKVLIMHGGLFSEDGVTLDDIRKIERNRQPPDSGPMCDLLWSDPQPQNGRSISKRGVSCQFGPDVTKAFLEENNLDYIIRSHEVKAEGYEVAHGGRCVTVFSAPNYCDQMGNKASYIHLQGSDLRPQFHQFTAVPHPNVKPMAYANTLLQLGMM. The pKd is 6.9. (9) The small molecule is CN1CC[C@H](c2c(O)cc(O)c3c(=O)cc(-c4ccccc4Cl)oc23)[C@H](O)C1. The target is PFCDPK1(Pfalciparum). The pKd is 5.0.